From a dataset of Forward reaction prediction with 1.9M reactions from USPTO patents (1976-2016). Predict the product of the given reaction. (1) Given the reactants [Cl:1][C:2]1[CH:7]=[C:6]([O:8][C:9]2[C:10]3[N:17]([CH3:18])[CH:16]=[CH:15][C:11]=3[N:12]=[CH:13][N:14]=2)[CH:5]=[CH:4][C:3]=1[NH:19][C:20]([NH:22][CH:23]1[CH2:28][CH2:27][CH2:26][N:25]([C:29](OC(C)(C)C)=O)[CH2:24]1)=[O:21].C(O)=O.[OH-].[Na+], predict the reaction product. The product is: [Cl:1][C:2]1[CH:7]=[C:6]([O:8][C:9]2[C:10]3[N:17]([CH3:18])[CH:16]=[CH:15][C:11]=3[N:12]=[CH:13][N:14]=2)[CH:5]=[CH:4][C:3]=1[NH:19][C:20]([NH:22][CH:23]1[CH2:28][CH2:27][CH2:26][N:25]([CH3:29])[CH2:24]1)=[O:21]. (2) Given the reactants [CH2:1]([O:8][C:9]([NH:11][CH2:12][CH2:13][C@@H:14]([OH:18])[C:15]([OH:17])=[O:16])=[O:10])[C:2]1[CH:7]=[CH:6][CH:5]=[CH:4][CH:3]=1.[O-2].[Ba+2].O.O.O.O.O.O.O.O.[OH-].[Ba+2].[OH-].[CH2:32](Br)[C:33]1[CH:38]=[CH:37][CH:36]=[CH:35][CH:34]=1.Cl, predict the reaction product. The product is: [CH2:32]([O:18][C@H:14]([CH2:13][CH2:12][NH:11][C:9]([O:8][CH2:1][C:2]1[CH:3]=[CH:4][CH:5]=[CH:6][CH:7]=1)=[O:10])[C:15]([OH:17])=[O:16])[C:33]1[CH:38]=[CH:37][CH:36]=[CH:35][CH:34]=1. (3) The product is: [C:1]([O:4][CH2:12][CH2:6][C@@H:7]1[CH:8]=[CH:9][CH2:10][C@@H:11]1[O:20][Si:13]([C:16]([CH3:19])([CH3:18])[CH3:17])([CH3:15])[CH3:14])(=[O:3])[CH3:2]. Given the reactants [C:1]([O-:4])(=[O:3])[CH3:2].N1[C:10]([CH3:11])=[CH:9][CH:8]=[CH:7][C:6]=1[CH3:12].[Si:13]([O:20]S(C(F)(F)F)(=O)=O)([C:16]([CH3:19])([CH3:18])[CH3:17])([CH3:15])[CH3:14].C([O-])(O)=O.[Na+], predict the reaction product. (4) Given the reactants [NH2:1][CH2:2][C:3]1[CH:4]=[CH:5][C:6]2[S:11][C:10]3[N:12]=[CH:13][CH:14]=[N:15][C:9]=3[NH:8][C:7]=2[CH:16]=1.[C:17]1([N:23]=[C:24]=[O:25])[CH:22]=[CH:21][CH:20]=[CH:19][CH:18]=1, predict the reaction product. The product is: [N:15]1[C:9]2[NH:8][C:7]3[CH:16]=[C:3]([CH2:2][NH:1][C:24]([NH:23][C:17]4[CH:22]=[CH:21][CH:20]=[CH:19][CH:18]=4)=[O:25])[CH:4]=[CH:5][C:6]=3[S:11][C:10]=2[N:12]=[CH:13][CH:14]=1. (5) Given the reactants [CH:1]1([C:4]2[C:9]([C:10]([O:12]C)=[O:11])=[CH:8][N:7]=[C:6]([C:14]3[C:22]4[C:17](=[CH:18][CH:19]=[C:20]([C:23]5[O:24][C:25]([NH:28][CH:29]([CH3:31])[CH3:30])=[N:26][N:27]=5)[CH:21]=4)[N:16]([S:32]([C:35]4[CH:41]=[CH:40][C:38]([CH3:39])=[CH:37][CH:36]=4)(=[O:34])=[O:33])[CH:15]=3)[N:5]=2)[CH2:3][CH2:2]1.C1COCC1.O.[OH-].[Li+].Cl, predict the reaction product. The product is: [CH:1]1([C:4]2[C:9]([C:10]([OH:12])=[O:11])=[CH:8][N:7]=[C:6]([C:14]3[C:22]4[C:17](=[CH:18][CH:19]=[C:20]([C:23]5[O:24][C:25]([NH:28][CH:29]([CH3:31])[CH3:30])=[N:26][N:27]=5)[CH:21]=4)[N:16]([S:32]([C:35]4[CH:41]=[CH:40][C:38]([CH3:39])=[CH:37][CH:36]=4)(=[O:33])=[O:34])[CH:15]=3)[N:5]=2)[CH2:3][CH2:2]1. (6) Given the reactants Cl.[CH2:2]1[C:6]2([CH2:11][CH2:10][N:9]([CH2:12][C:13]([OH:15])=O)[CH2:8][CH2:7]2)[CH2:5][O:4][O:3]1.[NH2:16][C@@H:17]([CH2:35][O:36][CH2:37][C:38]1[CH:43]=[CH:42][CH:41]=[CH:40][CH:39]=1)[C:18]([NH:20][C:21]1[CH:26]=[CH:25][C:24]([O:27][C:28]2[CH:33]=[CH:32][C:31]([F:34])=[CH:30][CH:29]=2)=[CH:23][CH:22]=1)=[O:19], predict the reaction product. The product is: [CH2:5]1[C:6]2([CH2:7][CH2:8][N:9]([CH2:12][C:13]([NH:16][C@@H:17]([CH2:35][O:36][CH2:37][C:38]3[CH:39]=[CH:40][CH:41]=[CH:42][CH:43]=3)[C:18]([NH:20][C:21]3[CH:22]=[CH:23][C:24]([O:27][C:28]4[CH:33]=[CH:32][C:31]([F:34])=[CH:30][CH:29]=4)=[CH:25][CH:26]=3)=[O:19])=[O:15])[CH2:10][CH2:11]2)[CH2:2][O:3][O:4]1. (7) Given the reactants [CH2:1]([O:3][C:4](=O)[C@H:5]([O:7][C:8]1[CH:13]=[C:12]([NH:14][S:15]([CH:18]2[CH2:20][CH2:19]2)(=[O:17])=[O:16])[N:11]=[C:10]([S:21][CH2:22][C:23]2[CH:28]=[CH:27][CH:26]=[C:25]([F:29])[C:24]=2[F:30])[N:9]=1)[CH3:6])[CH3:2].[BH4-].[Li+], predict the reaction product. The product is: [CH3:2][CH2:1][O:3][CH2:4][CH3:5].[CH3:26][CH2:25][CH2:24][CH:23]([CH3:28])[CH3:22].[F:30][C:24]1[C:25]([F:29])=[CH:26][CH:27]=[CH:28][C:23]=1[CH2:22][S:21][C:10]1[N:11]=[C:12]([NH:14][S:15]([CH:18]2[CH2:19][CH2:20]2)(=[O:17])=[O:16])[CH:13]=[C:8]([O:7][C@H:5]([CH3:6])[CH2:4][OH:3])[N:9]=1.